From a dataset of Full USPTO retrosynthesis dataset with 1.9M reactions from patents (1976-2016). Predict the reactants needed to synthesize the given product. (1) Given the product [F:17][C:4]1[CH:3]=[C:2]([C:21]2[CH:22]=[CH:23][C:24]([CH3:25])=[C:19]([F:18])[CH:20]=2)[C:10]2[N:9]3[CH2:11][CH2:12][NH:13][C:14](=[O:15])[C:8]3=[C:7]([CH3:16])[C:6]=2[CH:5]=1, predict the reactants needed to synthesize it. The reactants are: Br[C:2]1[C:10]2[N:9]3[CH2:11][CH2:12][NH:13][C:14](=[O:15])[C:8]3=[C:7]([CH3:16])[C:6]=2[CH:5]=[C:4]([F:17])[CH:3]=1.[F:18][C:19]1[CH:20]=[C:21](B(O)O)[CH:22]=[CH:23][C:24]=1[CH3:25]. (2) Given the product [CH3:1][O:2][C:3](=[O:40])[C:4]1[CH:9]=[C:8]([O:10][C:11]2[CH:16]=[CH:15][CH:14]=[C:13]([NH2:17])[CH:12]=2)[CH:7]=[CH:6][C:5]=1[NH:25][S:26]([C:29]1[CH:30]=[CH:31][C:32]([O:35][CH2:36][CH2:37][CH2:38][CH3:39])=[CH:33][CH:34]=1)(=[O:27])=[O:28], predict the reactants needed to synthesize it. The reactants are: [CH3:1][O:2][C:3](=[O:40])[C:4]1[CH:9]=[C:8]([O:10][C:11]2[CH:16]=[CH:15][CH:14]=[C:13]([NH:17]C(OC(C)(C)C)=O)[CH:12]=2)[CH:7]=[CH:6][C:5]=1[NH:25][S:26]([C:29]1[CH:34]=[CH:33][C:32]([O:35][CH2:36][CH2:37][CH2:38][CH3:39])=[CH:31][CH:30]=1)(=[O:28])=[O:27].C(O)(C(F)(F)F)=O. (3) Given the product [CH3:1][O:2][C:3](=[O:12])[C:4]1[CH:9]=[CH:8][CH:7]=[C:6]([NH:10][CH2:11][C:18](=[O:21])[CH:19]=[CH2:20])[CH:5]=1, predict the reactants needed to synthesize it. The reactants are: [CH3:1][O:2][C:3](=[O:12])[C:4]1[CH:9]=[CH:8][CH:7]=[C:6]([NH:10][CH3:11])[CH:5]=1.C(=O)(O)[O-].[Na+].[C:18](Cl)(=[O:21])[CH:19]=[CH2:20]. (4) Given the product [CH3:1][O:2][C:3](=[O:31])[CH2:4][O:5][C:6]1[CH:15]=[CH:14][C:13]([F:16])=[C:12]2[C:7]=1[C:8]([O:30][CH:33]([F:35])[F:34])=[C:9]([CH2:19][C:20]1[CH:25]=[CH:24][CH:23]=[C:22]([S:26]([CH3:29])(=[O:27])=[O:28])[CH:21]=1)[C:10]([CH2:17][CH3:18])=[N:11]2, predict the reactants needed to synthesize it. The reactants are: [CH3:1][O:2][C:3](=[O:31])[CH2:4][O:5][C:6]1[CH:15]=[CH:14][C:13]([F:16])=[C:12]2[C:7]=1[C:8](=[O:30])[C:9]([CH2:19][C:20]1[CH:25]=[CH:24][CH:23]=[C:22]([S:26]([CH3:29])(=[O:28])=[O:27])[CH:21]=1)=[C:10]([CH2:17][CH3:18])[NH:11]2.Cl[C:33](OC(=O)C)([F:35])[F:34]. (5) Given the product [Cl:24][C:25]1[CH:30]=[CH:29][C:28]([C:2]2[CH:22]=[CH:21][C:5]([C:6]([N:8]3[CH2:13][CH2:12][N:11]([C:14]([O:16][C:17]([CH3:20])([CH3:19])[CH3:18])=[O:15])[CH2:10][CH2:9]3)=[O:7])=[C:4]([F:23])[CH:3]=2)=[C:27]([F:34])[CH:26]=1, predict the reactants needed to synthesize it. The reactants are: Br[C:2]1[CH:22]=[CH:21][C:5]([C:6]([N:8]2[CH2:13][CH2:12][N:11]([C:14]([O:16][C:17]([CH3:20])([CH3:19])[CH3:18])=[O:15])[CH2:10][CH2:9]2)=[O:7])=[C:4]([F:23])[CH:3]=1.[Cl:24][C:25]1[CH:30]=[CH:29][C:28](B(O)O)=[C:27]([F:34])[CH:26]=1.C(=O)([O-])[O-].[Na+].[Na+].C(O)C. (6) Given the product [Br:22][C:23]1[CH:24]=[C:25]2[C:26](=[CH:31][CH:32]=1)[C:27](=[O:28])[N:1]([C@@H:2]([CH2:15][CH:16]1[CH2:21][CH2:20][CH2:19][CH2:18][CH2:17]1)[CH2:3][N:4]1[C:5](=[O:14])[C:6]3[C:11](=[CH:10][CH:9]=[CH:8][CH:7]=3)[C:12]1=[O:13])[CH2:33]2, predict the reactants needed to synthesize it. The reactants are: [NH2:1][C@@H:2]([CH2:15][CH:16]1[CH2:21][CH2:20][CH2:19][CH2:18][CH2:17]1)[CH2:3][N:4]1[C:12](=[O:13])[C:11]2[C:6](=[CH:7][CH:8]=[CH:9][CH:10]=2)[C:5]1=[O:14].[Br:22][C:23]1[CH:32]=[CH:31][C:26]([C:27](OC)=[O:28])=[C:25]([CH2:33]Br)[CH:24]=1.C(N(CC)C(C)C)(C)C.C(O)CCC. (7) Given the product [O:37]=[C:25]1[CH2:26][C:27]([C:29]2[CH:30]=[C:31]([CH:34]=[CH:35][CH:36]=2)[C:32]#[N:33])=[N:7][C:8]2[CH:13]=[CH:12][C:11]([C:14]3[CH:15]=[N:16][CH:17]=[CH:18][CH:19]=3)=[CH:10][C:9]=2[NH:20]1, predict the reactants needed to synthesize it. The reactants are: C(OC(=O)[NH:7][C:8]1[CH:13]=[CH:12][C:11]([C:14]2[CH:15]=[N:16][CH:17]=[CH:18][CH:19]=2)=[CH:10][C:9]=1[NH2:20])(C)(C)C.CC1(C)O[C:27]([C:29]2[CH:30]=[C:31]([CH:34]=[CH:35][CH:36]=2)[C:32]#[N:33])=[CH:26][C:25](=[O:37])O1.C(O)(C(F)(F)F)=O. (8) Given the product [Si:1]([O:8][C@H:9]1[CH2:14][O:13][C@H:12]([C:15]([OH:17])=[O:16])[CH2:11][CH2:10]1)([C:4]([CH3:7])([CH3:6])[CH3:5])([CH3:3])[CH3:2], predict the reactants needed to synthesize it. The reactants are: [Si:1]([O:8][C@H:9]1[CH2:14][O:13][C@H:12]([C:15]([O:17]C)=[O:16])[CH2:11][CH2:10]1)([C:4]([CH3:7])([CH3:6])[CH3:5])([CH3:3])[CH3:2].[OH-].[K+]. (9) Given the product [CH2:3]([O:10][C:11]1[CH:12]=[CH:13][C:14]([CH:22]([OH:25])[CH2:23][Cl:24])=[C:15]2[C:20]=1[NH:19][C:18](=[O:21])[CH:17]=[CH:16]2)[C:4]1[CH:5]=[CH:6][CH:7]=[CH:8][CH:9]=1, predict the reactants needed to synthesize it. The reactants are: [BH4-].[Li+].[CH2:3]([O:10][C:11]1[CH:12]=[CH:13][C:14]([C:22](=[O:25])[CH2:23][Cl:24])=[C:15]2[C:20]=1[NH:19][C:18](=[O:21])[CH:17]=[CH:16]2)[C:4]1[CH:9]=[CH:8][CH:7]=[CH:6][CH:5]=1.ClCCl.O. (10) Given the product [NH:3]([C:56]([O:58][C:59]([CH3:62])([CH3:61])[CH3:60])=[O:57])[C@H:4]([C:9]([NH:11][C@H:12]([C:17]([NH:19][C@H:20]([C:36]([NH:38][C@H:39]([C:44]([NH:46][C@H:47]([C:52]([OH:54])=[O:53])[CH2:48][CH:49]([CH3:50])[CH3:51])=[O:45])[CH2:40][CH:41]([CH3:42])[CH3:43])=[O:37])[CH2:21][CH2:22][CH2:23][CH2:24][NH:25][C:26]([O:28][CH2:29][C:30]1[CH:35]=[CH:34][CH:33]=[CH:32][CH:31]=1)=[O:27])=[O:18])[CH2:13][CH:14]([CH3:16])[CH3:15])=[O:10])[CH2:5][CH:6]([CH3:8])[CH3:7], predict the reactants needed to synthesize it. The reactants are: [OH-].[Na+].[NH:3]([C:56]([O:58][C:59]([CH3:62])([CH3:61])[CH3:60])=[O:57])[C@H:4]([C:9]([NH:11][C@H:12]([C:17]([NH:19][C@H:20]([C:36]([NH:38][C@H:39]([C:44]([NH:46][C@H:47]([C:52]([O:54]C)=[O:53])[CH2:48][CH:49]([CH3:51])[CH3:50])=[O:45])[CH2:40][CH:41]([CH3:43])[CH3:42])=[O:37])[CH2:21][CH2:22][CH2:23][CH2:24][NH:25][C:26]([O:28][CH2:29][C:30]1[CH:35]=[CH:34][CH:33]=[CH:32][CH:31]=1)=[O:27])=[O:18])[CH2:13][CH:14]([CH3:16])[CH3:15])=[O:10])[CH2:5][CH:6]([CH3:8])[CH3:7].C1COCC1.C(O)=O.